The task is: Predict the product of the given reaction.. This data is from Forward reaction prediction with 1.9M reactions from USPTO patents (1976-2016). (1) Given the reactants C(OC([N:6]1[C:10]2[CH2:11][N:12]([S:14]([C:17]3[CH:22]=[CH:21][CH:20]=[C:19]([F:23])[CH:18]=3)(=[O:16])=[O:15])[CH2:13][C:9]=2[C:8]([NH:24][C:25](=[O:45])[C:26]2[CH:31]=[CH:30][C:29]([N:32]3[CH2:37][CH2:36][N:35]([CH3:38])[CH2:34][CH2:33]3)=[C:28]([N:39]([CH2:41][CH2:42][O:43]C)[CH3:40])[CH:27]=2)=[N:7]1)=O)C, predict the reaction product. The product is: [F:23][C:19]1[CH:18]=[C:17]([S:14]([N:12]2[CH2:13][C:9]3[C:8]([NH:24][C:25](=[O:45])[C:26]4[CH:31]=[CH:30][C:29]([N:32]5[CH2:33][CH2:34][N:35]([CH3:38])[CH2:36][CH2:37]5)=[C:28]([N:39]([CH2:41][CH2:42][OH:43])[CH3:40])[CH:27]=4)=[N:7][NH:6][C:10]=3[CH2:11]2)(=[O:15])=[O:16])[CH:22]=[CH:21][CH:20]=1. (2) Given the reactants CC1(C)C(C)(C)OB([C:9]2[CH2:14][CH2:13][N:12]([C:15]([O:17][C:18]([CH3:21])([CH3:20])[CH3:19])=[O:16])[CH2:11][CH:10]=2)O1.Cl[C:24]1[C:29]([C:30]([F:33])([F:32])[F:31])=[CH:28][CH:27]=[CH:26][N:25]=1.C(=O)([O-])[O-].[K+].[K+], predict the reaction product. The product is: [F:31][C:30]([F:33])([F:32])[C:29]1[C:24]([C:9]2[CH2:14][CH2:13][N:12]([C:15]([O:17][C:18]([CH3:19])([CH3:20])[CH3:21])=[O:16])[CH2:11][CH:10]=2)=[N:25][CH:26]=[CH:27][CH:28]=1. (3) Given the reactants [NH2:1][CH:2]1[CH2:6][CH2:5][N:4]([CH2:7][O:8][CH2:9][CH2:10][Si:11]([CH3:14])([CH3:13])[CH3:12])[C:3]1=[O:15].[Br:16][C:17]1[CH:22]=[C:21]([CH3:23])[N:20]=[C:19]([CH:24]=O)[CH:18]=1.[CH:26](S(C1C=CC=CC=1)(=O)=O)=[CH2:27].C1CCN2C(=NCCC2)CC1.CC(C)([O-])C.[K+].C1COCC1.C(O)(=O)C, predict the reaction product. The product is: [Br:16][C:17]1[CH:22]=[C:21]([CH3:23])[N:20]=[C:19]([C:24]2[CH2:27][CH2:26][C:2]3([CH2:6][CH2:5][N:4]([CH2:7][O:8][CH2:9][CH2:10][Si:11]([CH3:12])([CH3:14])[CH3:13])[C:3]3=[O:15])[N:1]=2)[CH:18]=1.